From a dataset of Reaction yield outcomes from USPTO patents with 853,638 reactions. Predict the reaction yield, written as a fraction of the theoretical maximum amount of product (1.0 means a 100% yield; for example, 0.34 means a 34% yield). The reactants are Cl[C:2]1[CH:7]=[CH:6][N:5]=[C:4]([S:8][CH3:9])[N:3]=1.[F:10][C:11]1[CH:16]=[CH:15][CH:14]=[CH:13][C:12]=1B(O)O.C([O-])([O-])=O.[Na+].[Na+].C1(P(C2C=CC=CC=2)C2C=CC=CC=2)C=CC=CC=1. The catalyst is C(O)CC.CC([O-])=O.CC([O-])=O.[Pd+2]. The product is [F:10][C:11]1[CH:16]=[CH:15][CH:14]=[CH:13][C:12]=1[C:2]1[CH:7]=[CH:6][N:5]=[C:4]([S:8][CH3:9])[N:3]=1. The yield is 0.900.